This data is from Forward reaction prediction with 1.9M reactions from USPTO patents (1976-2016). The task is: Predict the product of the given reaction. (1) Given the reactants [CH2:1]([O:3][C:4](=[O:26])[CH:5]([O:23][CH2:24][CH3:25])[CH:6]([C:8]1[CH:13]=[CH:12][C:11]([O:14][CH2:15][C:16]2[CH:21]=[CH:20][CH:19]=[CH:18][CH:17]=2)=[CH:10][C:9]=1[CH3:22])O)[CH3:2].S(=O)(=O)(O)O, predict the reaction product. The product is: [CH2:1]([O:3][C:4](=[O:26])/[C:5](/[O:23][CH2:24][CH3:25])=[CH:6]/[C:8]1[CH:13]=[CH:12][C:11]([O:14][CH2:15][C:16]2[CH:17]=[CH:18][CH:19]=[CH:20][CH:21]=2)=[CH:10][C:9]=1[CH3:22])[CH3:2]. (2) Given the reactants [CH3:1][O:2][C:3]([C:5]1[CH:10]=[CH:9][CH:8]=[C:7]([C:11]2[CH2:15][CH2:14][CH2:13][C:12]=2Br)[N:6]=1)=[O:4].[F:17][C:18]1[CH:38]=[CH:37][C:21]([CH2:22][O:23][C:24]2[CH:29]=[CH:28][C:27]([C:30]([F:33])([F:32])[F:31])=[CH:26][C:25]=2B(O)O)=[CH:20][CH:19]=1, predict the reaction product. The product is: [CH3:1][O:2][C:3]([C:5]1[CH:10]=[CH:9][CH:8]=[C:7]([C:11]2[CH2:15][CH2:14][CH2:13][C:12]=2[C:25]2[CH:26]=[C:27]([C:30]([F:33])([F:31])[F:32])[CH:28]=[CH:29][C:24]=2[O:23][CH2:22][C:21]2[CH:37]=[CH:38][C:18]([F:17])=[CH:19][CH:20]=2)[N:6]=1)=[O:4]. (3) Given the reactants [O:1]1[CH2:6][CH2:5][CH:4]([CH2:7][OH:8])[CH2:3][CH2:2]1.[C:9]1([CH3:19])[CH:14]=[CH:13][C:12]([S:15](Cl)(=[O:17])=[O:16])=[CH:11][CH:10]=1.[N:20]1C=CC=CC=1, predict the reaction product. The product is: [O:1]1[CH2:6][CH2:5][CH:4]([CH2:7][O:8][S:15]([C:12]2[CH:13]=[CH:14][C:9]([CH3:19])=[CH:10][CH:11]=2)(=[O:17])=[O:16])[CH2:3][CH2:2]1.[NH3:20]. (4) Given the reactants [Br:1][C:2]1[CH:7]=[C:6]([F:8])[CH:5]=[C:4]([N+:9]([O-])=O)[C:3]=1[CH3:12].[CH3:13]OC(N(C)C)OC, predict the reaction product. The product is: [Br:1][C:2]1[CH:7]=[C:6]([F:8])[CH:5]=[C:4]2[C:3]=1[CH:12]=[CH:13][NH:9]2.